Dataset: Full USPTO retrosynthesis dataset with 1.9M reactions from patents (1976-2016). Task: Predict the reactants needed to synthesize the given product. (1) Given the product [F:1][C:2]1[CH:3]=[C:4]([CH:32]=[CH:33][CH:34]=1)[CH2:5][O:6][C:7]1[CH:12]=[CH:11][C:10]([NH:13][C:14]2[C:23]3[C:18](=[CH:19][CH:20]=[C:21]([C:24]4[O:28][C:27]([CH2:29][N:43]5[CH2:42][CH2:41][N:40]([CH2:39][P:36]([CH3:38])([CH3:35])=[O:37])[CH2:45][CH2:44]5)=[CH:26][CH:25]=4)[CH:22]=3)[N:17]=[CH:16][N:15]=2)=[CH:9][C:8]=1[Cl:31], predict the reactants needed to synthesize it. The reactants are: [F:1][C:2]1[CH:3]=[C:4]([CH:32]=[CH:33][CH:34]=1)[CH2:5][O:6][C:7]1[CH:12]=[CH:11][C:10]([NH:13][C:14]2[C:23]3[C:18](=[CH:19][CH:20]=[C:21]([C:24]4[O:28][C:27]([CH:29]=O)=[CH:26][CH:25]=4)[CH:22]=3)[N:17]=[CH:16][N:15]=2)=[CH:9][C:8]=1[Cl:31].[CH3:35][P:36]([CH2:39][N:40]1[CH2:45][CH2:44][NH:43][CH2:42][CH2:41]1)([CH3:38])=[O:37].C(O[BH-](OC(=O)C)OC(=O)C)(=O)C.[Na+]. (2) Given the product [Cl:39][CH:2]([C:11]1[CH:16]=[CH:15][N:14]=[C:13]([S:17][CH3:18])[N:12]=1)[C:3]1[CH:4]=[C:5]([CH:8]=[CH:9][CH:10]=1)[C:6]#[N:7], predict the reactants needed to synthesize it. The reactants are: O[CH:2]([C:11]1[CH:16]=[CH:15][N:14]=[C:13]([S:17][CH3:18])[N:12]=1)[C:3]1[CH:4]=[C:5]([CH:8]=[CH:9][CH:10]=1)[C:6]#[N:7].C1(P(C2C=CC=CC=2)C2C=CC=CC=2)C=CC=CC=1.C(Cl)(Cl)(Cl)[Cl:39]. (3) The reactants are: [CH3:1][N:2]([C:8]1[CH:13]=[CH:12][C:11]([N+:14]([O-:16])=[O:15])=[CH:10][CH:9]=1)[C@H:3]1[CH2:7][CH2:6][NH:5][CH2:4]1.[C:17](Cl)(=[O:19])[CH3:18]. Given the product [CH3:1][N:2]([C:8]1[CH:13]=[CH:12][C:11]([N+:14]([O-:16])=[O:15])=[CH:10][CH:9]=1)[C@H:3]1[CH2:7][CH2:6][N:5]([C:17](=[O:19])[CH3:18])[CH2:4]1, predict the reactants needed to synthesize it. (4) Given the product [OH:13][C:14]1[CH:22]=[CH:21][CH:20]=[CH:19][C:15]=1[C:16]([N:2]([CH2:3][CH2:4][NH:5][C:6](=[O:12])[O:7][C:8]([CH3:10])([CH3:9])[CH3:11])[CH3:1])=[O:17], predict the reactants needed to synthesize it. The reactants are: [CH3:1][NH:2][CH2:3][CH2:4][NH:5][C:6](=[O:12])[O:7][C:8]([CH3:11])([CH3:10])[CH3:9].[OH:13][C:14]1[CH:22]=[CH:21][CH:20]=[CH:19][C:15]=1[C:16](Cl)=[O:17].N1C=CN=C1.C1CCC(N=C=NC2CCCCC2)CC1. (5) Given the product [CH3:1][C:2]1[CH:3]=[CH:4][C:5]([S:8]([O:11][CH2:12][CH:13]([OH:33])[CH2:14][C:15]2[C:16]([OH:25])=[C:17]3[C:21](=[CH:22][C:23]=2[Cl:24])[CH2:20][CH2:19][CH2:18]3)(=[O:9])=[O:10])=[CH:6][CH:7]=1, predict the reactants needed to synthesize it. The reactants are: [CH3:1][C:2]1[CH:7]=[CH:6][C:5]([S:8]([O:11][CH2:12][CH:13]([OH:33])[CH2:14][C:15]2[C:16]([O:25]CC3C=CC=CC=3)=[C:17]3[C:21](=[CH:22][C:23]=2[Cl:24])[CH2:20][CH2:19][CH2:18]3)(=[O:10])=[O:9])=[CH:4][CH:3]=1.Cl.[Si](OCC(O)CC1C=CC2CCCC=2C=1O)(C(C)(C)C)(C)C. (6) Given the product [C:1]([O:5][C:6]([N:8]1[CH2:13][CH2:12][CH:11]([N:14]([C:15]2[CH:20]=[CH:19][C:18]([O:21][CH2:22][CH2:23][CH2:24][CH3:25])=[CH:17][CH:16]=2)[CH2:41][C:40]2[CH:43]=[CH:44][CH:45]=[C:38]([C:30]3[CH:31]=[C:32]([O:36][CH3:37])[C:33]([O:34][CH3:35])=[C:28]([O:27][CH3:26])[CH:29]=3)[CH:39]=2)[CH2:10][CH2:9]1)=[O:7])([CH3:4])([CH3:3])[CH3:2], predict the reactants needed to synthesize it. The reactants are: [C:1]([O:5][C:6]([N:8]1[CH2:13][CH2:12][CH:11]([NH:14][C:15]2[CH:20]=[CH:19][C:18]([O:21][CH2:22][CH2:23][CH2:24][CH3:25])=[CH:17][CH:16]=2)[CH2:10][CH2:9]1)=[O:7])([CH3:4])([CH3:3])[CH3:2].[CH3:26][O:27][C:28]1[CH:29]=[C:30]([C:38]2[CH:39]=[C:40]([CH:43]=[CH:44][CH:45]=2)[CH2:41]Cl)[CH:31]=[C:32]([O:36][CH3:37])[C:33]=1[O:34][CH3:35]. (7) The reactants are: [N:1]([C:4]1[C:9]([F:10])=[CH:8][N:7]=[CH:6][C:5]=1/[CH:11]=[N:12]/[C:13]1[C:20]([Cl:21])=[CH:19][C:18]([F:22])=[CH:17][C:14]=1[C:15]#[N:16])=[N+]=[N-]. Given the product [Cl:21][C:20]1[C:13]([N:12]2[CH:11]=[C:5]3[CH:6]=[N:7][CH:8]=[C:9]([F:10])[C:4]3=[N:1]2)=[C:14]([CH:17]=[C:18]([F:22])[CH:19]=1)[C:15]#[N:16], predict the reactants needed to synthesize it.